The task is: Predict the reactants needed to synthesize the given product.. This data is from Full USPTO retrosynthesis dataset with 1.9M reactions from patents (1976-2016). Given the product [CH3:30][O:31][C:32]1[CH:37]=[CH:36][C:35]([C:38]2[N:42]3[N:43]=[C:44]([NH:51][C:52]4[CH:53]=[CH:54][C:55]([NH:58][C:59]([C:61]5[O:2][CH:64]=[CH:65][CH:66]=5)=[O:60])=[CH:56][CH:57]=4)[C:45]4[C:50]([C:41]3=[N:40][N:39]=2)=[CH:49][CH:48]=[CH:47][CH:46]=4)=[CH:34][CH:33]=1, predict the reactants needed to synthesize it. The reactants are: C[O:2]C1C=CC(C2N3N=C(NC4C=CC=C(N)C=4)C4C(C3=NN=2)=CC=CC=4)=CC=1.[CH3:30][O:31][C:32]1[CH:37]=[CH:36][C:35]([C:38]2[N:42]3[N:43]=[C:44]([NH:51][C:52]4[CH:57]=[CH:56][C:55]([NH:58][C:59]([C:61]5[CH:66]=[CH:65][CH:64]=CN=5)=[O:60])=[CH:54][CH:53]=4)[C:45]4[C:50]([C:41]3=[N:40][N:39]=2)=[CH:49][CH:48]=[CH:47][CH:46]=4)=[CH:34][CH:33]=1.